This data is from Reaction yield outcomes from USPTO patents with 853,638 reactions. The task is: Predict the reaction yield, written as a fraction of the theoretical maximum amount of product (1.0 means a 100% yield; for example, 0.34 means a 34% yield). (1) The reactants are [O:1]=[C:2]1[C:7]([CH2:8][C:9]2[CH:14]=[CH:13][C:12]([C:15]3[C:16]([C:21]#[N:22])=[CH:17][CH:18]=[CH:19][CH:20]=3)=[CH:11][CH:10]=2)=[C:6]([CH2:23][CH2:24][CH3:25])[N:5]2[N:26]=[CH:27][N:28]=[C:4]2[N:3]1[CH:29]1[CH2:34][CH2:33][C:32](=[O:35])[CH2:31][CH2:30]1.CO.[BH4-].[Na+]. The catalyst is O1CCCC1. The product is [OH:35][C@H:32]1[CH2:33][CH2:34][C@H:29]([N:3]2[C:2](=[O:1])[C:7]([CH2:8][C:9]3[CH:14]=[CH:13][C:12]([C:15]4[C:16]([C:21]#[N:22])=[CH:17][CH:18]=[CH:19][CH:20]=4)=[CH:11][CH:10]=3)=[C:6]([CH2:23][CH2:24][CH3:25])[N:5]3[N:26]=[CH:27][N:28]=[C:4]23)[CH2:30][CH2:31]1. The yield is 0.580. (2) The reactants are [NH:1]([S:8]([CH2:11][CH2:12][CH2:13][CH2:14][CH2:15][C:16]([O:18][CH2:19][CH3:20])=[O:17])(=[O:10])=[O:9])[C:2]1[CH:7]=[CH:6][CH:5]=[CH:4][CH:3]=1.[H-].[Na+].[CH2:23](Br)[C:24]1[CH:29]=[CH:28][CH:27]=[CH:26][CH:25]=1.O. The catalyst is COCCOC. The product is [CH2:23]([N:1]([S:8]([CH2:11][CH2:12][CH2:13][CH2:14][CH2:15][C:16]([O:18][CH2:19][CH3:20])=[O:17])(=[O:10])=[O:9])[C:2]1[CH:3]=[CH:4][CH:5]=[CH:6][CH:7]=1)[C:24]1[CH:29]=[CH:28][CH:27]=[CH:26][CH:25]=1. The yield is 0.500. (3) The product is [C:27]1([N:33]2[C:5]([C:7]3[C:12](=[O:13])[CH:11]=[CH:10][N:9]([C:14]4[CH:15]=[CH:16][C:17]([N:20]5[CH2:21][CH2:22][CH2:23][CH2:24][CH2:25]5)=[CH:18][CH:19]=4)[N:8]=3)=[CH:4][CH:3]=[N:2]2)[CH:32]=[CH:31][CH:30]=[CH:29][CH:28]=1. The reactants are C[N:2](C)[CH:3]=[CH:4][C:5]([C:7]1[C:12](=[O:13])[CH:11]=[CH:10][N:9]([C:14]2[CH:19]=[CH:18][C:17]([N:20]3[CH2:25][CH2:24][CH2:23][CH2:22][CH2:21]3)=[CH:16][CH:15]=2)[N:8]=1)=O.[C:27]1([NH:33]N)[CH:32]=[CH:31][CH:30]=[CH:29][CH:28]=1. The yield is 0.0400. The catalyst is CO. (4) The reactants are [N:1]1([C:7]2[CH:16]=[CH:15][C:14]3[C:9](=[CH:10][CH:11]=[CH:12][CH:13]=3)[N:8]=2)[CH2:6][CH2:5][NH:4][CH2:3][CH2:2]1.[OH-].[Na+].Br[CH2:20][CH2:21][CH2:22][Cl:23].C(OCC)C. The catalyst is CC(C)=O. The product is [Cl:23][CH2:22][CH2:21][CH2:20][N:4]1[CH2:3][CH2:2][N:1]([C:7]2[CH:16]=[CH:15][C:14]3[C:9](=[CH:10][CH:11]=[CH:12][CH:13]=3)[N:8]=2)[CH2:6][CH2:5]1. The yield is 0.950. (5) The reactants are Br[CH:2]1[CH2:7][CH2:6][CH:5]([C:8]([O:10][CH2:11][CH3:12])=[O:9])[CH2:4][C:3]1=[O:13].[C:14]1([SH:20])[CH:19]=[CH:18][CH:17]=[CH:16][CH:15]=1.[OH-].[Na+]. The catalyst is CCO. The product is [O:13]=[C:3]1[CH:2]([S:20][C:14]2[CH:19]=[CH:18][CH:17]=[CH:16][CH:15]=2)[CH2:7][CH2:6][CH:5]([C:8]([O:10][CH2:11][CH3:12])=[O:9])[CH2:4]1. The yield is 0.610. (6) The reactants are Br[CH2:2][C:3]1[CH:8]=[CH:7][C:6]([C:9]2[N:13]=[CH:12][O:11][N:10]=2)=[CH:5][C:4]=1[F:14].[Cl:15][C:16]1[CH:21]=[CH:20][C:19]([S:22]([NH:25][C@H:26]([CH2:30][CH2:31][C:32]([F:35])([F:34])[F:33])[C:27]([NH2:29])=[O:28])(=[O:24])=[O:23])=[CH:18][CH:17]=1.C(=O)([O-])[O-].[Cs+].[Cs+].NO.ClC1C=CC(S(N([C@H](CCC(F)(F)F)C(N)=O)CC2C=CC(C#N)=CC=2F)(=O)=O)=CC=1. The catalyst is [I-].C([N+](CCCC)(CCCC)CCCC)CCC.O.C(#N)C. The product is [Cl:15][C:16]1[CH:21]=[CH:20][C:19]([S:22]([N:25]([CH2:2][C:3]2[CH:8]=[CH:7][C:6]([C:9]3[N:13]=[CH:12][O:11][N:10]=3)=[CH:5][C:4]=2[F:14])[C@H:26]([CH2:30][CH2:31][C:32]([F:35])([F:33])[F:34])[C:27]([NH2:29])=[O:28])(=[O:24])=[O:23])=[CH:18][CH:17]=1. The yield is 0.638.